From a dataset of NCI-60 drug combinations with 297,098 pairs across 59 cell lines. Regression. Given two drug SMILES strings and cell line genomic features, predict the synergy score measuring deviation from expected non-interaction effect. (1) Synergy scores: CSS=2.60, Synergy_ZIP=-2.13, Synergy_Bliss=2.25, Synergy_Loewe=-10.4, Synergy_HSA=-0.585. Drug 1: CC1CCC2CC(C(=CC=CC=CC(CC(C(=O)C(C(C(=CC(C(=O)CC(OC(=O)C3CCCCN3C(=O)C(=O)C1(O2)O)C(C)CC4CCC(C(C4)OC)OCCO)C)C)O)OC)C)C)C)OC. Drug 2: C1C(C(OC1N2C=NC3=C2NC=NCC3O)CO)O. Cell line: MDA-MB-435. (2) Drug 1: CN(C)C1=NC(=NC(=N1)N(C)C)N(C)C. Drug 2: CCN(CC)CCCC(C)NC1=C2C=C(C=CC2=NC3=C1C=CC(=C3)Cl)OC. Cell line: HT29. Synergy scores: CSS=28.8, Synergy_ZIP=9.11, Synergy_Bliss=4.11, Synergy_Loewe=-32.1, Synergy_HSA=-0.599.